This data is from Human liver microsome stability data. The task is: Regression/Classification. Given a drug SMILES string, predict its absorption, distribution, metabolism, or excretion properties. Task type varies by dataset: regression for continuous measurements (e.g., permeability, clearance, half-life) or binary classification for categorical outcomes (e.g., BBB penetration, CYP inhibition). Dataset: hlm. (1) The drug is CC(O)(CSc1cccc(C(F)(F)F)c1)C(=O)Nc1ccc(C#N)c(C(F)(F)F)c1. The result is 1 (stable in human liver microsomes). (2) The molecule is NC(=O)Cn1cc(CN2CCN(c3cc(C(=O)Nc4ccc5c(c4)-c4c(c(C(N)=O)nn4-c4ccc(F)cc4)CC5)c(Cl)cn3)CC2)cn1. The result is 0 (unstable in human liver microsomes). (3) The compound is CCC(CC)c1nn(CCCO)c2c1N=C(c1ccc(OC)c(OC)c1)CNC2=O. The result is 0 (unstable in human liver microsomes). (4) The molecule is COc1ccc(-c2cc(C3=Nc4c(C(C)(C)C)nn(CCO)c4C(=O)NC3)ccc2OC)c(OC)c1. The result is 0 (unstable in human liver microsomes). (5) The compound is CC(C)OCC1n2cncc2CN([C@@H](C)c2ccc(Cl)cc2)S1(=O)=O. The result is 1 (stable in human liver microsomes).